Dataset: Full USPTO retrosynthesis dataset with 1.9M reactions from patents (1976-2016). Task: Predict the reactants needed to synthesize the given product. (1) Given the product [CH3:1][O:2][C:3]1[CH:11]=[C:10]([C:12]([F:15])([F:14])[F:13])[CH:9]=[C:8]([C:16]([F:19])([F:18])[F:17])[C:4]=1[C:5]([Cl:23])=[O:6], predict the reactants needed to synthesize it. The reactants are: [CH3:1][O:2][C:3]1[CH:11]=[C:10]([C:12]([F:15])([F:14])[F:13])[CH:9]=[C:8]([C:16]([F:19])([F:18])[F:17])[C:4]=1[C:5](O)=[O:6].C(Cl)(=O)C([Cl:23])=O. (2) Given the product [CH2:1]([N:4]1[CH2:10][CH:9]([CH3:11])[C:8](=[O:12])[N:7]([CH3:19])[C:6]2[CH:13]=[N:14][C:15]([Cl:17])=[N:16][C:5]1=2)[CH:2]=[CH2:3], predict the reactants needed to synthesize it. The reactants are: [CH2:1]([N:4]1[CH2:10][CH:9]([CH3:11])[C:8](=[O:12])[NH:7][C:6]2[CH:13]=[N:14][C:15]([Cl:17])=[N:16][C:5]1=2)[CH:2]=[CH2:3].I[CH3:19].[H-].[Na+].